Dataset: Catalyst prediction with 721,799 reactions and 888 catalyst types from USPTO. Task: Predict which catalyst facilitates the given reaction. Reactant: [CH2:1]=[C:2]1[C:19]2[C@:14]([CH3:21])([CH2:15][CH2:16][C:17](=[O:20])[CH:18]=2)[C@@H:13]2[C@H:4]([C@H:5]3[C@@:9]([CH2:11][CH2:12]2)([CH3:10])[C:8](=[O:22])[CH2:7][CH2:6]3)[CH2:3]1.ClC1C(=O)C(Cl)=C(Cl)C(=O)C=1Cl.FC(F)(F)S(O)(=O)=O.C[Si](N([Si](C)(C)C)C(=O)C(F)(F)F)(C)C. Product: [CH2:1]=[C:2]1[C:19]2[C@:14]([CH3:21])([CH:15]=[CH:16][C:17](=[O:20])[CH:18]=2)[C@@H:13]2[C@H:4]([C@H:5]3[C@@:9]([CH2:11][CH2:12]2)([CH3:10])[C:8](=[O:22])[CH2:7][CH2:6]3)[CH2:3]1. The catalyst class is: 11.